This data is from Forward reaction prediction with 1.9M reactions from USPTO patents (1976-2016). The task is: Predict the product of the given reaction. (1) Given the reactants [C:1]([O:5][C:6](=[O:22])[NH:7][C:8]1[CH:13]=[C:12]([N:14]([CH2:16][CH:17]([CH3:19])[CH3:18])[CH3:15])[C:11]([Cl:20])=[CH:10][C:9]=1[NH2:21])([CH3:4])([CH3:3])[CH3:2].C([O:27][C:28](=O)[CH2:29][C:30](=[O:42])[C:31]1[CH:36]=[CH:35][CH:34]=[C:33]([N:37]2[CH:41]=[N:40][CH:39]=[N:38]2)[CH:32]=1)(C)(C)C, predict the reaction product. The product is: [C:1]([O:5][C:6](=[O:22])[NH:7][C:8]1[CH:13]=[C:12]([N:14]([CH2:16][CH:17]([CH3:18])[CH3:19])[CH3:15])[C:11]([Cl:20])=[CH:10][C:9]=1[NH:21][C:28](=[O:27])[CH2:29][C:30](=[O:42])[C:31]1[CH:36]=[CH:35][CH:34]=[C:33]([N:37]2[CH:41]=[N:40][CH:39]=[N:38]2)[CH:32]=1)([CH3:3])([CH3:2])[CH3:4]. (2) The product is: [NH2:1][C:2]1[N:3]=[C:4]([NH:19][CH2:20][CH2:21][NH:22][S:23]([C:26]2[CH:31]=[CH:30][C:29]([Cl:32])=[CH:28][CH:27]=2)(=[O:25])=[O:24])[C:5]([C:13]#[N:14])=[C:6]([C:8]2[O:9][CH:10]=[CH:11][CH:12]=2)[N:7]=1. Given the reactants [NH2:1][C:2]1[N:7]=[C:6]([C:8]2[O:9][CH:10]=[CH:11][CH:12]=2)[C:5]([C:13]#[N:14])=[C:4](S(C)=O)[N:3]=1.Cl.[NH2:19][CH2:20][CH2:21][NH:22][S:23]([C:26]1[CH:31]=[CH:30][C:29]([Cl:32])=[CH:28][CH:27]=1)(=[O:25])=[O:24].C1CCN2C(=NCCC2)CC1, predict the reaction product.